This data is from Forward reaction prediction with 1.9M reactions from USPTO patents (1976-2016). The task is: Predict the product of the given reaction. (1) Given the reactants [Cl:1][C:2]1[CH:3]=[C:4]([C:9](=[O:11])[CH3:10])[CH:5]=[C:6]([Cl:8])[CH:7]=1.C[Si]([N-][Si](C)(C)C)(C)C.[Li+].[C:22](OC(C)(C)C)(=[O:30])[C:23]([O:25][C:26]([CH3:29])([CH3:28])[CH3:27])=[O:24], predict the reaction product. The product is: [Cl:1][C:2]1[CH:3]=[C:4]([C:9](=[O:11])[CH2:10][C:22](=[O:30])[C:23]([O:25][C:26]([CH3:29])([CH3:28])[CH3:27])=[O:24])[CH:5]=[C:6]([Cl:8])[CH:7]=1. (2) Given the reactants [H-].[Na+].Br[CH2:4][CH2:5][O:6][CH2:7][CH2:8]Br.[C:10]1([CH2:16][C:17]([O:19][CH3:20])=[O:18])[CH:15]=[CH:14][CH:13]=[CH:12][CH:11]=1, predict the reaction product. The product is: [C:10]1([C:16]2([C:17]([O:19][CH3:20])=[O:18])[CH2:8][CH2:7][O:6][CH2:5][CH2:4]2)[CH:15]=[CH:14][CH:13]=[CH:12][CH:11]=1.